Dataset: Full USPTO retrosynthesis dataset with 1.9M reactions from patents (1976-2016). Task: Predict the reactants needed to synthesize the given product. (1) Given the product [O:32]=[C:27]1[NH:28][C:29](=[O:31])[C:30](=[CH:1][C:3]2[CH:8]=[CH:7][C:6]([C:9]3[CH:14]=[CH:13][CH:12]=[C:11]([CH2:15][N:16]([CH3:24])[C:17](=[O:23])[O:18][C:19]([CH3:21])([CH3:22])[CH3:20])[CH:10]=3)=[C:5]([CH3:25])[CH:4]=2)[S:26]1, predict the reactants needed to synthesize it. The reactants are: [CH:1]([C:3]1[CH:8]=[CH:7][C:6]([C:9]2[CH:14]=[CH:13][CH:12]=[C:11]([CH2:15][N:16]([CH3:24])[C:17](=[O:23])[O:18][C:19]([CH3:22])([CH3:21])[CH3:20])[CH:10]=2)=[C:5]([CH3:25])[CH:4]=1)=O.[S:26]1[CH2:30][C:29](=[O:31])[NH:28][C:27]1=[O:32]. (2) The reactants are: Br[C:2]1[C:11]2[C:6](=[C:7]([F:12])[CH:8]=[CH:9][CH:10]=2)[CH:5]=[CH:4][CH:3]=1.[CH3:13][C:14]1([CH3:28])[CH2:19][O:18][B:17]([B:17]2[O:18][CH2:19][C:14]([CH3:28])([CH3:13])[CH2:15][O:16]2)[O:16][CH2:15]1.CC([O-])=O.[K+]. Given the product [F:12][C:7]1[CH:8]=[CH:9][CH:10]=[C:11]2[C:6]=1[CH:5]=[CH:4][CH:3]=[C:2]2[B:17]1[O:18][CH2:19][C:14]([CH3:28])([CH3:13])[CH2:15][O:16]1, predict the reactants needed to synthesize it. (3) Given the product [Cl:23][C:24]1[N:29]=[C:28]([C:11]2[CH:12]=[CH:13][C:6]([N:1]3[CH2:2][CH2:3][CH2:4][CH2:5]3)=[C:7]([CH:10]=2)[C:8]#[N:9])[CH:27]=[CH:26][N:25]=1, predict the reactants needed to synthesize it. The reactants are: [N:1]1([C:6]2[CH:13]=[CH:12][C:11](B3OC(C)(C)C(C)(C)O3)=[CH:10][C:7]=2[C:8]#[N:9])[CH2:5][CH2:4][CH2:3][CH2:2]1.[Cl:23][C:24]1[N:29]=[C:28](Cl)[CH:27]=[CH:26][N:25]=1.C(=O)([O-])[O-].[Na+].[Na+]. (4) The reactants are: [F:1][C:2]1[CH:3]=[C:4]([NH:8][CH2:9][CH2:10][OH:11])[CH:5]=[CH:6][CH:7]=1.CCN(CC)CC.[CH3:19][S:20](Cl)(=[O:22])=[O:21].O. Given the product [CH3:19][S:20]([O:11][CH2:10][CH2:9][NH:8][C:4]1[CH:5]=[CH:6][CH:7]=[C:2]([F:1])[CH:3]=1)(=[O:22])=[O:21], predict the reactants needed to synthesize it. (5) Given the product [NH2:26][C@H:21]1[CH2:22][CH2:23][CH2:24][CH2:25][C@H:20]1[NH:19][C:11]1[N:10]=[C:9]([NH:8][C:5]2[CH:6]=[CH:7][C:2]([F:1])=[C:3]([CH3:34])[CH:4]=2)[C:14]2[C:15](=[O:18])[NH:16][CH2:17][C:13]=2[CH:12]=1, predict the reactants needed to synthesize it. The reactants are: [F:1][C:2]1[CH:7]=[CH:6][C:5]([NH:8][C:9]2[C:14]3[C:15](=[O:18])[NH:16][CH2:17][C:13]=3[CH:12]=[C:11]([NH:19][C@@H:20]3[CH2:25][CH2:24][CH2:23][CH2:22][C@@H:21]3[NH:26]C(=O)OC(C)(C)C)[N:10]=2)=[CH:4][C:3]=1[CH3:34].C(O)(C(F)(F)F)=O. (6) The reactants are: [NH2:1][C:2]1[CH:3]=[C:4]2[C:9](=[CH:10][CH:11]=1)[NH:8][C:7](=[O:12])[CH:6]=[C:5]2[O:13][C:14]1[CH:19]=[CH:18][CH:17]=[CH:16][CH:15]=1.[C:20](Cl)(=[O:22])[CH3:21].O. Given the product [O:12]=[C:7]1[CH:6]=[C:5]([O:13][C:14]2[CH:15]=[CH:16][CH:17]=[CH:18][CH:19]=2)[C:4]2[C:9](=[CH:10][CH:11]=[C:2]([NH:1][C:20](=[O:22])[CH3:21])[CH:3]=2)[NH:8]1, predict the reactants needed to synthesize it. (7) Given the product [NH2:14][C:7]1[N:6]=[C:5]([CH2:3][OH:2])[CH:10]=[CH:9][C:8]=1[N+:11]([O-:13])=[O:12], predict the reactants needed to synthesize it. The reactants are: C[O:2][C:3]([C:5]1[CH:10]=[CH:9][C:8]([N+:11]([O-:13])=[O:12])=[C:7]([NH2:14])[N:6]=1)=O.[H-].[Al+3].[Li+].[H-].[H-].[H-].CCOC(C)=O.O. (8) Given the product [CH2:1]([O:3][C:4](=[O:31])[C:5]([O:8][C:9]1[CH:14]=[CH:13][C:12]([OH:15])=[CH:11][C:10]=1[CH2:23][C:24]1[CH:25]=[CH:26][CH:27]=[CH:28][CH:29]=1)([CH3:7])[CH3:6])[CH3:2], predict the reactants needed to synthesize it. The reactants are: [CH2:1]([O:3][C:4](=[O:31])[C:5]([O:8][C:9]1[CH:14]=[CH:13][C:12]([O:15]CC2C=CC=CC=2)=[CH:11][C:10]=1[CH:23](O)[C:24]1[CH:29]=[CH:28][CH:27]=[CH:26][CH:25]=1)([CH3:7])[CH3:6])[CH3:2].[H][H]. (9) Given the product [CH3:1][N:2]1[C:10]2[C:9]([O:11][CH2:12][C:13]3[CH:14]=[C:15]([NH:16][C:34]([NH:33][C:27]4[CH:32]=[CH:31][CH:30]=[CH:29][CH:28]=4)=[O:35])[CH:17]=[CH:18][CH:19]=3)=[N:8][CH:7]=[N:6][C:5]=2[CH:4]=[CH:3]1, predict the reactants needed to synthesize it. The reactants are: [CH3:1][N:2]1[C:10]2[C:9]([O:11][CH2:12][C:13]3[CH:14]=[C:15]([CH:17]=[CH:18][CH:19]=3)[NH2:16])=[N:8][CH:7]=[N:6][C:5]=2[CH:4]=[CH:3]1.C(N(CC)CC)C.[C:27]1([N:33]=[C:34]=[O:35])[CH:32]=[CH:31][CH:30]=[CH:29][CH:28]=1. (10) Given the product [F:27][C:28]([F:33])([F:32])[C:29]([OH:31])=[O:30].[CH:1]12[CH2:10][CH:5]3[CH2:6][CH:7]([CH2:9][CH:3]([CH2:4]3)[CH:2]1[NH:11][C:12]([C@H:14]1[CH2:19][O:18][CH2:17][CH2:16][NH:15]1)=[O:13])[CH2:8]2, predict the reactants needed to synthesize it. The reactants are: [CH:1]12[CH2:10][CH:5]3[CH2:6][CH:7]([CH2:9][CH:3]([CH2:4]3)[CH:2]1[NH:11][C:12]([C@H:14]1[CH2:19][O:18][CH2:17][CH2:16][N:15]1C(OC(C)(C)C)=O)=[O:13])[CH2:8]2.[F:27][C:28]([F:33])([F:32])[C:29]([OH:31])=[O:30].